From a dataset of Forward reaction prediction with 1.9M reactions from USPTO patents (1976-2016). Predict the product of the given reaction. Given the reactants [H-].[Na+].C[O:4][C:5]([C:7]1[CH:12]=[CH:11][C:10]([N:13]2[CH2:17][CH2:16][CH2:15][S:14]2(=[O:19])=[O:18])=[C:9](Cl)[N:8]=1)=[O:6].[CH:21]1([CH2:24][OH:25])[CH2:23][CH2:22]1, predict the reaction product. The product is: [CH:21]1([CH2:24][O:25][C:9]2[N:8]=[C:7]([C:5]([OH:4])=[O:6])[CH:12]=[CH:11][C:10]=2[N:13]2[CH2:17][CH2:16][CH2:15][S:14]2(=[O:19])=[O:18])[CH2:23][CH2:22]1.